Dataset: Full USPTO retrosynthesis dataset with 1.9M reactions from patents (1976-2016). Task: Predict the reactants needed to synthesize the given product. (1) Given the product [CH2:1]([C:3]1[CH:8]=[CH:7][C:6]([C:9]2[C:10]([C:17]3[CH:22]=[CH:21][N:20]=[CH:19][CH:18]=3)=[N:11][C:12]([CH2:15][NH:23][CH2:24][CH2:25][CH2:26][P:27](=[O:28])([OH:30])[OH:29])=[CH:13][CH:14]=2)=[CH:5][CH:4]=1)[CH3:2], predict the reactants needed to synthesize it. The reactants are: [CH2:1]([C:3]1[CH:8]=[CH:7][C:6]([C:9]2[C:10]([C:17]3[CH:22]=[CH:21][N:20]=[CH:19][CH:18]=3)=[N:11][C:12]([CH:15]=O)=[CH:13][CH:14]=2)=[CH:5][CH:4]=1)[CH3:2].[NH2:23][CH2:24][CH2:25][CH2:26][P:27](=[O:30])([OH:29])[OH:28].[BH3-]C#N.[Na+]. (2) Given the product [CH3:1][C:2]1[CH:7]=[CH:6][C:5]([NH2:8])=[CH:4][C:3]=1[NH:11][C:12]1[O:13][C:14]([C:17]2[CH:22]=[CH:21][N:20]=[CH:19][CH:18]=2)=[CH:15][N:16]=1, predict the reactants needed to synthesize it. The reactants are: [CH3:1][C:2]1[CH:7]=[CH:6][C:5]([N+:8]([O-])=O)=[CH:4][C:3]=1[NH:11][C:12]1[O:13][C:14]([C:17]2[CH:22]=[CH:21][N:20]=[CH:19][CH:18]=2)=[CH:15][N:16]=1.O.NN. (3) Given the product [CH2:1]([S:8][C:9]1[CH:18]=[C:17]2[C:12]([C:13]([C:24]3[CH:25]=[C:26]([Cl:27])[C:21]([Br:20])=[CH:22][C:23]=3[O:37][CH3:38])=[N:14][CH:15]=[N:16]2)=[CH:11][CH:10]=1)[C:2]1[CH:7]=[CH:6][CH:5]=[CH:4][CH:3]=1, predict the reactants needed to synthesize it. The reactants are: [CH2:1]([S:8][C:9]1[CH:18]=[C:17]2[C:12]([C:13](Cl)=[N:14][CH:15]=[N:16]2)=[CH:11][CH:10]=1)[C:2]1[CH:7]=[CH:6][CH:5]=[CH:4][CH:3]=1.[Br:20][C:21]1[C:26]([Cl:27])=[CH:25][C:24](B2OC(C)(C)C(C)(C)O2)=[C:23]([O:37][CH3:38])[CH:22]=1.C(=O)([O-])[O-].[K+].[K+].O1CCOCC1. (4) The reactants are: [N:1]1([CH2:7][C:8]#[C:9][C:10](=O)[CH3:11])[CH2:6][CH2:5][O:4][CH2:3][CH2:2]1.Br.[CH2:14]([S:20][C:21](=[NH:23])[NH2:22])[CH2:15][CH2:16][CH2:17][CH2:18][CH3:19].C(N(CC)C(C)C)(C)C. Given the product [CH2:14]([S:20][C:21]1[N:23]=[C:8]([CH2:7][N:1]2[CH2:6][CH2:5][O:4][CH2:3][CH2:2]2)[CH:9]=[C:10]([CH3:11])[N:22]=1)[CH2:15][CH2:16][CH2:17][CH2:18][CH3:19], predict the reactants needed to synthesize it. (5) Given the product [CH:25]1([CH2:24][C@H:3]([NH:2][C:37]([C:36]2[S:35][C:34]([C:40]3[CH:41]=[CH:42][CH:43]=[CH:44][CH:45]=3)=[N:33][C:32]=2[CH3:31])=[O:38])[C:4](=[O:5])[NH:6][C@H:7]2[CH2:13][CH2:12][CH2:11][N:10]([S:14]([C:17]3[CH:22]=[CH:21][CH:20]=[CH:19][N:18]=3)(=[O:15])=[O:16])[CH2:9][C:8]2=[O:23])[CH2:30][CH2:29][CH2:28][CH2:27][CH2:26]1, predict the reactants needed to synthesize it. The reactants are: Cl.[NH2:2][C@@H:3]([CH2:24][CH:25]1[CH2:30][CH2:29][CH2:28][CH2:27][CH2:26]1)[C:4]([NH:6][C@H:7]1[CH2:13][CH2:12][CH2:11][N:10]([S:14]([C:17]2[CH:22]=[CH:21][CH:20]=[CH:19][N:18]=2)(=[O:16])=[O:15])[CH2:9][C@@H:8]1[OH:23])=[O:5].[CH3:31][C:32]1[N:33]=[C:34]([C:40]2[CH:45]=[CH:44][CH:43]=[CH:42][CH:41]=2)[S:35][C:36]=1[C:37](O)=[O:38].CC(OI1(OC(C)=O)(OC(C)=O)OC(=O)C2C=CC=CC1=2)=O.